Predict the reactants needed to synthesize the given product. From a dataset of Full USPTO retrosynthesis dataset with 1.9M reactions from patents (1976-2016). (1) Given the product [CH3:33][O:32][C:29]1[CH:30]=[C:31]2[C:26](=[CH:27][C:28]=1[O:34][CH3:35])[N:25]=[CH:24][CH:23]=[C:22]2[O:20][C:8]1[C:9]([C:13]2[CH:18]=[C:17]([CH3:19])[CH:16]=[CH:15][N:14]=2)=[N:10][C:11]([CH3:12])=[C:6]([CH3:5])[CH:7]=1, predict the reactants needed to synthesize it. The reactants are: CS(C)=O.[CH3:5][C:6]1[CH:7]=[C:8]([OH:20])[C:9]([C:13]2[CH:18]=[C:17]([CH3:19])[CH:16]=[CH:15][N:14]=2)=[N:10][C:11]=1[CH3:12].Cl[C:22]1[C:31]2[C:26](=[CH:27][C:28]([O:34][CH3:35])=[C:29]([O:32][CH3:33])[CH:30]=2)[N:25]=[CH:24][CH:23]=1.C(=O)([O-])[O-].[Cs+].[Cs+]. (2) The reactants are: [Cl:1][CH2:2][CH2:3][CH2:4][S:5](Cl)(=[O:7])=[O:6].[CH3:9][N:10]1[CH2:15][CH2:14][NH:13][CH2:12][CH2:11]1.CCN(CC)CC. Given the product [Cl:1][CH2:2][CH2:3][CH2:4][S:5]([N:13]1[CH2:14][CH2:15][N:10]([CH3:9])[CH2:11][CH2:12]1)(=[O:7])=[O:6], predict the reactants needed to synthesize it. (3) The reactants are: Cl[C:2]1[C:7]([Cl:8])=[N:6][CH:5]=[CH:4][N:3]=1.Cl.[CH3:10][NH:11][CH2:12][C:13]([O:15][C:16]([CH3:19])([CH3:18])[CH3:17])=[O:14].C(N(CC)CC)C. Given the product [Cl:8][C:7]1[C:2]([N:11]([CH3:10])[CH2:12][C:13]([O:15][C:16]([CH3:19])([CH3:18])[CH3:17])=[O:14])=[N:3][CH:4]=[CH:5][N:6]=1, predict the reactants needed to synthesize it. (4) Given the product [C:32]([O:31][C:29]([N:25]1[CH2:26][CH2:27][CH2:28][C@H:24]1[C:22]1[NH:23][C:19]([C:14]2[CH:15]=[C:16]3[C:11](=[CH:12][CH:13]=2)[CH:10]=[C:9]([C:38]2[CH:39]=[C:40]4[C:60](=[CH:61][CH:62]=2)[C:44]2[NH:45][C:46]([C@@H:48]5[CH2:52][CH2:51][CH2:50][N:49]5[C:53]([O:55][C:56]([CH3:58])([CH3:57])[CH3:59])=[O:54])=[N:47][C:43]=2[CH2:42][CH2:41]4)[CH:18]=[CH:17]3)=[CH:20][N:21]=1)=[O:30])([CH3:35])([CH3:33])[CH3:34], predict the reactants needed to synthesize it. The reactants are: CC1(C)C(C)(C)OB([C:9]2[CH:10]=[C:11]3[C:16](=[CH:17][CH:18]=2)[CH:15]=[C:14]([C:19]2[NH:23][C:22]([C@@H:24]4[CH2:28][CH2:27][CH2:26][N:25]4[C:29]([O:31][C:32]([CH3:35])([CH3:34])[CH3:33])=[O:30])=[N:21][CH:20]=2)[CH:13]=[CH:12]3)O1.Br[C:38]1[CH:39]=[C:40]2[C:60](=[CH:61][CH:62]=1)[C:44]1[NH:45][C:46]([C@@H:48]3[CH2:52][CH2:51][CH2:50][N:49]3[C:53]([O:55][C:56]([CH3:59])([CH3:58])[CH3:57])=[O:54])=[N:47][C:43]=1[CH2:42][CH2:41]2.C(=O)(O)[O-].[Na+]. (5) Given the product [F:24][C:23]1[N:22]=[C:29]([N:8]([CH:9]2[CH2:14][C:13]([CH3:16])([CH3:15])[NH:12][C:11]([CH3:18])([CH3:17])[CH2:10]2)[CH:6]2[CH2:7][C:2]([CH3:21])([CH3:1])[NH:3][C:4]([CH3:20])([CH3:19])[CH2:5]2)[N:28]=[C:26]([N:8]([CH:6]2[CH2:5][C:4]([CH3:20])([CH3:19])[NH:3][C:2]([CH3:21])([CH3:1])[CH2:7]2)[CH:9]2[CH2:14][C:13]([CH3:16])([CH3:15])[NH:12][C:11]([CH3:17])([CH3:18])[CH2:10]2)[N:25]=1, predict the reactants needed to synthesize it. The reactants are: [CH3:1][C:2]1([CH3:21])[CH2:7][CH:6]([NH:8][CH:9]2[CH2:14][C:13]([CH3:16])([CH3:15])[NH:12][C:11]([CH3:18])([CH3:17])[CH2:10]2)[CH2:5][C:4]([CH3:20])([CH3:19])[NH:3]1.[N:22]1[C:29](F)=[N:28][C:26](F)=[N:25][C:23]=1[F:24]. (6) Given the product [N:13]1([C:10]2[CH:11]=[CH:12][C:7]3[N:8]([C:4]([S:19][C:20]4[CH:36]=[CH:35][C:23]5[N:24]=[C:25]([NH:27][C:28](=[O:34])[O:29][C:30]([CH3:32])([CH3:33])[CH3:31])[S:26][C:22]=5[CH:21]=4)=[N:5][N:6]=3)[N:9]=2)[CH2:18][CH2:17][O:16][CH2:15][CH2:14]1, predict the reactants needed to synthesize it. The reactants are: [BH4-].[Na+].Cl[C:4]1[N:8]2[N:9]=[C:10]([N:13]3[CH2:18][CH2:17][O:16][CH2:15][CH2:14]3)[CH:11]=[CH:12][C:7]2=[N:6][N:5]=1.[SH:19][C:20]1[CH:36]=[CH:35][C:23]2[N:24]=[C:25]([NH:27][C:28](=[O:34])[O:29][C:30]([CH3:33])([CH3:32])[CH3:31])[S:26][C:22]=2[CH:21]=1. (7) Given the product [O:13]=[C:14]1[N:20]([CH:21]2[CH2:22][CH2:23][N:24]([C:27]([O:29][C@H:30]([CH2:31][C:32]3[CH:37]=[C:36]([CH3:38])[C:35]([OH:39])=[C:34]([CH2:40][CH3:41])[CH:33]=3)[C:42](=[O:43])[N:10]3[CH2:11][CH2:12][N:7]([CH:4]4[CH2:5][CH2:6][O:1][CH2:2][CH2:3]4)[CH2:8][CH2:9]3)=[O:28])[CH2:25][CH2:26]2)[CH2:19][CH2:18][C:17]2[CH:45]=[CH:46][CH:47]=[CH:48][C:16]=2[NH:15]1, predict the reactants needed to synthesize it. The reactants are: [O:1]1[CH2:6][CH2:5][CH:4]([N:7]2[CH2:12][CH2:11][NH:10][CH2:9][CH2:8]2)[CH2:3][CH2:2]1.[O:13]=[C:14]1[N:20]([CH:21]2[CH2:26][CH2:25][N:24]([C:27]([O:29][C@@H:30]([C:42](O)=[O:43])[CH2:31][C:32]3[CH:37]=[C:36]([CH3:38])[C:35]([OH:39])=[C:34]([CH2:40][CH3:41])[CH:33]=3)=[O:28])[CH2:23][CH2:22]2)[CH2:19][CH2:18][C:17]2[CH:45]=[CH:46][CH:47]=[CH:48][C:16]=2[NH:15]1.CN(C(ON1N=NC2C=CC=CC1=2)=[N+](C)C)C.[B-](F)(F)(F)F.C(N(CC)CC)C. (8) Given the product [CH3:22][C:8]1[CH:7]=[C:4]([CH:3]=[C:2]([CH3:1])[C:9]=1[O:10][C:11]1[CH:16]=[CH:15][C:14]([O:17][CH3:18])=[C:13]([CH:19]([CH3:20])[CH3:21])[CH:12]=1)[CH2:5][OH:6], predict the reactants needed to synthesize it. The reactants are: [CH3:1][C:2]1[CH:3]=[C:4]([CH:7]=[C:8]([CH3:22])[C:9]=1[O:10][C:11]1[CH:16]=[CH:15][C:14]([O:17][CH3:18])=[C:13]([CH:19]([CH3:21])[CH3:20])[CH:12]=1)[CH:5]=[O:6].[BH4-].[Na+]. (9) Given the product [CH3:28][O:27][C:24]1[CH:25]=[C:26]2[C:21](=[CH:22][C:23]=1[O:29][CH3:30])[N:20]=[CH:19][CH:18]=[C:17]2[O:15][C:6]1[C:7]([C:9]2[CH:14]=[CH:13][CH:12]=[CH:11][N:10]=2)=[N:8][C:3]([S:2][CH3:1])=[CH:4][CH:5]=1, predict the reactants needed to synthesize it. The reactants are: [CH3:1][S:2][C:3]1[N:8]=[C:7]([C:9]2[CH:14]=[CH:13][CH:12]=[CH:11][N:10]=2)[C:6]([OH:15])=[CH:5][CH:4]=1.Cl[C:17]1[C:26]2[C:21](=[CH:22][C:23]([O:29][CH3:30])=[C:24]([O:27][CH3:28])[CH:25]=2)[N:20]=[CH:19][CH:18]=1.C(=O)([O-])[O-].[Cs+].[Cs+]. (10) Given the product [CH2:29]([O:28][CH2:27][C@H:2]([CH2:3][CH2:4][CH:5]=[CH2:6])[C:1]([N:8]1[C@H:12]([CH:13]([CH3:14])[CH3:15])[CH2:11][O:10][C:9]1=[O:16])=[O:7])[C:30]1[CH:35]=[CH:34][CH:33]=[CH:32][CH:31]=1, predict the reactants needed to synthesize it. The reactants are: [C:1]([N:8]1[C@H:12]([CH:13]([CH3:15])[CH3:14])[CH2:11][O:10][C:9]1=[O:16])(=[O:7])[CH2:2][CH2:3][CH2:4][CH:5]=[CH2:6].C(N(C(C)C)CC)(C)C.Cl[CH2:27][O:28][CH2:29][C:30]1[CH:35]=[CH:34][CH:33]=[CH:32][CH:31]=1.